Dataset: Full USPTO retrosynthesis dataset with 1.9M reactions from patents (1976-2016). Task: Predict the reactants needed to synthesize the given product. Given the product [CH3:1][O:2][C:3](=[O:15])[CH2:4][C:5]1[CH:10]=[C:9]([O:11][S:24]([C:23]([F:36])([F:35])[F:22])(=[O:26])=[O:25])[CH:8]=[C:7]([O:12][CH2:13][CH3:14])[CH:6]=1, predict the reactants needed to synthesize it. The reactants are: [CH3:1][O:2][C:3](=[O:15])[CH2:4][C:5]1[CH:10]=[C:9]([OH:11])[CH:8]=[C:7]([O:12][CH2:13][CH3:14])[CH:6]=1.N1C=CC=CC=1.[F:22][C:23]([F:36])([F:35])[S:24](O[S:24]([C:23]([F:36])([F:35])[F:22])(=[O:26])=[O:25])(=[O:26])=[O:25].Cl.